From a dataset of Peptide-MHC class II binding affinity with 134,281 pairs from IEDB. Regression. Given a peptide amino acid sequence and an MHC pseudo amino acid sequence, predict their binding affinity value. This is MHC class II binding data. (1) The peptide sequence is MLWHAMPPELNTARL. The MHC is DRB5_0101 with pseudo-sequence DRB5_0101. The binding affinity (normalized) is 0.443. (2) The peptide sequence is YDKFLANVQTVLTGK. The MHC is DRB1_1001 with pseudo-sequence DRB1_1001. The binding affinity (normalized) is 0.820. (3) The peptide sequence is AIATAGTTVYGAFAA. The MHC is HLA-DPA10103-DPB10601 with pseudo-sequence HLA-DPA10103-DPB10601. The binding affinity (normalized) is 0.107. (4) The peptide sequence is EAATAGTTVYGAFAA. The MHC is HLA-DQA10401-DQB10402 with pseudo-sequence HLA-DQA10401-DQB10402. The binding affinity (normalized) is 0.396.